This data is from Forward reaction prediction with 1.9M reactions from USPTO patents (1976-2016). The task is: Predict the product of the given reaction. (1) Given the reactants Cl[C:2]1[N:7]=[C:6]2[O:8][C:9]3[C:14]([C@H:15]([C:16]([CH3:21])([CH3:20])[C:17]([OH:19])=[O:18])[C:5]2=[CH:4][CH:3]=1)=[CH:13][CH:12]=[CH:11][C:10]=3[F:22].[CH3:23][N:24]1[C:28]([C:29]2[CH:34]=[CH:33][C:32](B(O)O)=[CH:31][CH:30]=2)=[N:27][N:26]=[N:25]1.[O-]P([O-])([O-])=O.[K+].[K+].[K+], predict the reaction product. The product is: [F:22][C:10]1[CH:11]=[CH:12][CH:13]=[C:14]2[C:9]=1[O:8][C:6]1=[N:7][C:2]([C:32]3[CH:31]=[CH:30][C:29]([C:28]4[N:24]([CH3:23])[N:25]=[N:26][N:27]=4)=[CH:34][CH:33]=3)=[CH:3][CH:4]=[C:5]1[C@H:15]2[C:16]([CH3:21])([CH3:20])[C:17]([OH:19])=[O:18]. (2) Given the reactants [C:1]([O:5][C:6]([N:8]([CH2:10][C:11]1[CH:20]=[CH:19][C:14]([C:15]([O:17]C)=[O:16])=[CH:13][C:12]=1[C:21]([F:24])([F:23])[F:22])[CH3:9])=[O:7])([CH3:4])([CH3:3])[CH3:2].[OH-].[Na+].Cl, predict the reaction product. The product is: [C:1]([O:5][C:6]([N:8]([CH2:10][C:11]1[CH:20]=[CH:19][C:14]([C:15]([OH:17])=[O:16])=[CH:13][C:12]=1[C:21]([F:22])([F:23])[F:24])[CH3:9])=[O:7])([CH3:4])([CH3:2])[CH3:3]. (3) Given the reactants [Cl:1][C:2]1[CH:10]=[C:9]([CH2:11][O:12][C:13]2[CH:18]=[CH:17][C:16]([CH2:19][CH2:20][C:21]([OH:23])=[O:22])=[C:15]([CH3:24])[C:14]=2[CH3:25])[C:8]2[C:4](=[CH:5][N:6](C)[N:7]=2)[CH:3]=1.O[C:28]1C=CC(CCC(OCC)=O)=C(C)[C:29]=1C.[C:43]1(P(C2C=CC=CC=2)C2C=CC=CC=2)C=CC=CC=1.CC(OC(/N=N/C(OC(C)C)=O)=O)C, predict the reaction product. The product is: [Cl:1][C:2]1[CH:3]=[C:4]2[C:8](=[C:9]([CH2:11][O:12][C:13]3[CH:18]=[CH:17][C:16]([CH2:19][CH2:20][C:21]([O:23][CH2:28][CH3:29])=[O:22])=[C:15]([CH3:24])[C:14]=3[CH3:25])[CH:10]=1)[N:7]([CH3:43])[N:6]=[CH:5]2. (4) Given the reactants [CH3:1][O:2][C:3](=[O:9])[C@@H:4]([NH2:8])[CH:5]([CH3:7])[CH3:6].[F:10][C:11]([F:17])([F:16])[CH:12](OC)O, predict the reaction product. The product is: [CH3:1][O:2][C:3](=[O:9])[C@@H:4]([N:8]=[CH:12][C:11]([F:17])([F:16])[F:10])[CH:5]([CH3:7])[CH3:6]. (5) Given the reactants [CH3:1][C:2]1[CH:7]=[CH:6][C:5]([N+:8]([O-])=O)=[CH:4][C:3]=1[NH:11][C:12](=[O:21])[CH:13]=[CH:14][C:15]1[CH:16]=[N:17][CH:18]=[N:19][CH:20]=1.C(O)C.[Cl-].[NH4+].C(=O)([O-])[O-].[K+].[K+], predict the reaction product. The product is: [NH2:8][C:5]1[CH:6]=[CH:7][C:2]([CH3:1])=[C:3]([NH:11][C:12](=[O:21])[CH:13]=[CH:14][C:15]2[CH:20]=[N:19][CH:18]=[N:17][CH:16]=2)[CH:4]=1. (6) Given the reactants Cl[CH2:2][C:3]([CH2:5]Cl)=O.F[C:8](F)(F)[C:9]1[N:14]=[C:13]([NH2:15])[CH:12]=[CH:11][CH:10]=1.[CH3:18]CN(C(C)C)C(C)C.C[N:28]1[CH:32]=[C:31]([C:33]2[CH:38]=[CH:37][CH:36]=[CH:35][CH:34]=2)[NH:30][C:29]1=[S:39], predict the reaction product. The product is: [CH3:2][C:3]1[N:15]2[CH:10]=[C:9]([CH:8]([S:39][C:29]3[NH:28][CH:32]=[C:31]([C:33]4[CH:34]=[CH:35][CH:36]=[CH:37][CH:38]=4)[N:30]=3)[CH3:18])[N:14]=[C:13]2[CH:12]=[CH:11][CH:5]=1. (7) Given the reactants C(OC([N:8]1[CH2:12][C@@H:11]([C:13]2[C:21]3[C:16](=[CH:17][CH:18]=[CH:19][CH:20]=3)[NH:15][CH:14]=2)[C@H:10]([C:22]2[C:32]3=[C:33]4[C:28](=[CH:29][CH:30]=[CH:31]3)[CH2:27][CH2:26][CH2:25][N:24]4[CH:23]=2)[CH2:9]1)=O)(C)(C)C.Cl.O1CCOCC1.CCN(C(C)C)C(C)C.[CH3:50][C:51]([CH3:57])([CH3:56])[CH2:52][C:53](Cl)=[O:54], predict the reaction product. The product is: [C:22]1([C@H:10]2[C@H:11]([C:13]3[C:21]4[C:16](=[CH:17][CH:18]=[CH:19][CH:20]=4)[NH:15][CH:14]=3)[CH2:12][N:8]([C:53](=[O:54])[CH2:52][C:51]([CH3:57])([CH3:56])[CH3:50])[CH2:9]2)[C:32]2=[C:33]3[C:28](=[CH:29][CH:30]=[CH:31]2)[CH2:27][CH2:26][CH2:25][N:24]3[CH:23]=1. (8) Given the reactants [F:1][C:2]1([F:9])[CH2:7][CH2:6][C:5](=[CH2:8])[CH2:4][CH2:3]1.[O-:10]S([O-])(=S)=O.[Na+].[Na+].Cl.[OH2:18], predict the reaction product. The product is: [F:1][C:2]1([F:9])[CH2:7][CH2:6][C:5]([CH2:8][OH:10])([OH:18])[CH2:4][CH2:3]1. (9) Given the reactants [CH3:1][C:2]1[NH:3][C:4]2[CH:10]=[CH:9][CH:8]=[CH:7][C:5]=2[N:6]=1.Cl[C:12]1[N:13]=[C:14]([N:33]2[CH2:38][CH2:37][O:36][CH2:35][CH2:34]2)[C:15]2[N:21]=[C:20]([CH2:22][N:23]3[CH2:28][CH2:27][CH:26]([C:29]([OH:32])([CH3:31])[CH3:30])[CH2:25][CH2:24]3)[CH:19]=[CH:18][C:16]=2[N:17]=1, predict the reaction product. The product is: [CH3:1][C:2]1[N:6]([C:12]2[N:13]=[C:14]([N:33]3[CH2:38][CH2:37][O:36][CH2:35][CH2:34]3)[C:15]3[N:21]=[C:20]([CH2:22][N:23]4[CH2:28][CH2:27][CH:26]([C:29]([OH:32])([CH3:31])[CH3:30])[CH2:25][CH2:24]4)[CH:19]=[CH:18][C:16]=3[N:17]=2)[C:5]2[CH:7]=[CH:8][CH:9]=[CH:10][C:4]=2[N:3]=1. (10) Given the reactants [NH:1]1[C:9]2[C:4](=[CH:5][CH:6]=[C:7]([C:10]([O:12][CH2:13][CH3:14])=[O:11])[CH:8]=2)[CH:3]=[C:2]1[C:15]([O:17][CH2:18][CH3:19])=[O:16].C([O-])([O-])=O.[K+].[K+].Br[CH2:27][C:28]#[N:29].CCOC(C)=O, predict the reaction product. The product is: [C:28]([CH2:27][N:1]1[C:9]2[C:4](=[CH:5][CH:6]=[C:7]([C:10]([O:12][CH2:13][CH3:14])=[O:11])[CH:8]=2)[CH:3]=[C:2]1[C:15]([O:17][CH2:18][CH3:19])=[O:16])#[N:29].